This data is from Reaction yield outcomes from USPTO patents with 853,638 reactions. The task is: Predict the reaction yield, written as a fraction of the theoretical maximum amount of product (1.0 means a 100% yield; for example, 0.34 means a 34% yield). (1) The reactants are [C:1]([O:9]CC)(=O)[CH2:2][C:3]([O:5][CH2:6][CH3:7])=[O:4].[H-].[Na+].[H][H].[CH3:16][N:17]1[C:22]2[CH:23]=[CH:24][C:25]([CH3:27])=[CH:26][C:21]=2[C:20](=O)[O:19]C1=O.Cl. The catalyst is CC(N(C)C)=O. The product is [CH2:6]([O:5][C:3]([C:2]1[C:1](=[O:9])[N:17]([CH3:16])[C:22]2[C:21]([C:20]=1[OH:19])=[CH:26][C:25]([CH3:27])=[CH:24][CH:23]=2)=[O:4])[CH3:7]. The yield is 0.870. (2) The reactants are [N:1]1[C:6]2[CH:7]=[N:8][CH:9]=[CH:10][C:5]=2[C:4]([N:11]2[CH2:16][CH2:15][CH:14]([CH2:17][N:18]3[CH2:27][C:26]4[C:21](=[CH:22][CH:23]=[CH:24][CH:25]=4)[NH:20][C:19]3=[O:28])[CH2:13][CH2:12]2)=[N:3][CH:2]=1.ClC1C=C(C=CC=1)C(OO)=[O:34].C(=O)(O)[O-].[Na+].C(#N)C.O. The catalyst is ClCCl. The product is [O:28]=[C:19]1[N:18]([CH2:17][CH:14]2[CH2:13][CH2:12][N:11]([C:4]3[C:5]4[CH:10]=[CH:9][N+:8]([O-:34])=[CH:7][C:6]=4[N:1]=[CH:2][N:3]=3)[CH2:16][CH2:15]2)[CH2:27][C:26]2[C:21](=[CH:22][CH:23]=[CH:24][CH:25]=2)[NH:20]1. The yield is 0.210. (3) The reactants are Cl[C:2]1[N:3]([CH2:10][C@@:11]([OH:27])([CH3:26])[CH2:12][N:13]2[CH2:18][CH2:17][N:16]([C:19]([O:21][C:22]([CH3:25])([CH3:24])[CH3:23])=[O:20])[CH2:15][CH2:14]2)[CH:4]=[C:5]([N+:7]([O-:9])=[O:8])[N:6]=1.[H-].[Na+]. The catalyst is O1CCOCC1. The product is [CH3:26][C@:11]1([CH2:12][N:13]2[CH2:18][CH2:17][N:16]([C:19]([O:21][C:22]([CH3:25])([CH3:24])[CH3:23])=[O:20])[CH2:15][CH2:14]2)[O:27][C:2]2=[N:6][C:5]([N+:7]([O-:9])=[O:8])=[CH:4][N:3]2[CH2:10]1. The yield is 0.700. (4) The reactants are [OH:1][CH2:2][C:3]1[CH:8]=[CH:7][C:6]([CH2:9][C:10]([OH:12])=O)=[CH:5][CH:4]=1.[NH2:13][C:14]1[CH:19]=[CH:18][CH:17]=[CH:16][C:15]=1O.C(N1C=CN=C1)(N1C=CN=C1)=O. The catalyst is C1COCC1. The product is [O:12]1[C:15]2[CH:16]=[CH:17][CH:18]=[CH:19][C:14]=2[N:13]=[C:10]1[CH2:9][C:6]1[CH:5]=[CH:4][C:3]([CH2:2][OH:1])=[CH:8][CH:7]=1. The yield is 0.200. (5) The reactants are [CH3:1][C:2]1([CH3:22])[C@H:5]([NH:6][C:7]2[C:12]([C:13]([F:16])([F:15])[F:14])=[CH:11][N:10]=[C:9](S(C)(=O)=O)[N:8]=2)[CH2:4][C@@H:3]1[OH:21].Cl.Cl.[F:25][C:26]([C:29]1[C:34]([CH2:35][NH2:36])=[CH:33][N:32]=[CH:31][N:30]=1)([CH3:28])[CH3:27]. The catalyst is O1CCOCC1. The product is [F:25][C:26]([C:29]1[C:34]([CH2:35][NH:36][C:9]2[N:8]=[C:7]([NH:6][C@@H:5]3[CH2:4][C@H:3]([OH:21])[C:2]3([CH3:22])[CH3:1])[C:12]([C:13]([F:16])([F:15])[F:14])=[CH:11][N:10]=2)=[CH:33][N:32]=[CH:31][N:30]=1)([CH3:27])[CH3:28]. The yield is 0.509. (6) The reactants are P(Cl)(Cl)(Cl)(Cl)[Cl:2].O[C:8]([C:14]1[CH:19]=[CH:18][C:17]([N+:20]([O-:22])=[O:21])=[CH:16][CH:15]=1)=[C:9]([C:12]#[N:13])[C:10]#[N:11]. The catalyst is ClCCl. The product is [Cl:2][C:8]([C:14]1[CH:19]=[CH:18][C:17]([N+:20]([O-:22])=[O:21])=[CH:16][CH:15]=1)=[C:9]([C:12]#[N:13])[C:10]#[N:11]. The yield is 0.570.